This data is from Forward reaction prediction with 1.9M reactions from USPTO patents (1976-2016). The task is: Predict the product of the given reaction. (1) Given the reactants [C:1]([O:5][C:6]([N:8]1[CH2:17][CH2:16][C:15]2[C:10](=[CH:11][C:12]([O:20][CH3:21])=[C:13]([O:18][CH3:19])[CH:14]=2)[CH:9]1[CH2:22][C:23]1[CH:28]=[CH:27][C:26](Br)=[CH:25][CH:24]=1)=[O:7])([CH3:4])([CH3:3])[CH3:2].B(O)(O)[C:31]1[S:39][C:38]2[C:33](=[CH:34][CH:35]=[CH:36][CH:37]=2)[CH:32]=1.[C:42]1(P(C2C=CC=CC=2)C2C=CC=CC=2)C=CC=CC=1.C(=O)(O)[O-].[Na+], predict the reaction product. The product is: [C:1]([O:5][C:6]([N:8]1[CH2:17][CH2:16][C:15]2[C:10](=[C:11]([CH3:42])[C:12]([O:20][CH3:21])=[C:13]([O:18][CH3:19])[CH:14]=2)[CH:9]1[CH2:22][C:23]1[CH:28]=[CH:27][C:26]([C:31]2[S:39][C:38]3[CH:37]=[CH:36][CH:35]=[CH:34][C:33]=3[CH:32]=2)=[CH:25][CH:24]=1)=[O:7])([CH3:4])([CH3:3])[CH3:2]. (2) Given the reactants [CH3:1][CH:2]([NH:4][C:5]1[N:13]=[C:12]2[C:8]([N:9]=[C:10]([NH:22][C:23]3[C:28]([F:29])=[CH:27][C:26]([F:30])=[CH:25][C:24]=3[F:31])[N:11]2[C@@H:14]([CH3:21])[CH2:15][CH2:16][C:17](OC)=[O:18])=[CH:7][N:6]=1)[CH3:3].[NH3:32], predict the reaction product. The product is: [CH3:3][CH:2]([NH:4][C:5]1[N:13]=[C:12]2[C:8]([N:9]=[C:10]([NH:22][C:23]3[C:28]([F:29])=[CH:27][C:26]([F:30])=[CH:25][C:24]=3[F:31])[N:11]2[C@@H:14]([CH3:21])[CH2:15][CH2:16][C:17]([NH2:32])=[O:18])=[CH:7][N:6]=1)[CH3:1]. (3) Given the reactants [NH:1]1[C:5]([C:6]2[CH:7]=[N:8][C:9]([N:12]3[CH2:17][CH2:16][CH:15]([OH:18])[CH2:14][CH2:13]3)=[N:10][CH:11]=2)=[N:4][N:3]=[N:2]1.C(N(CC)CC)C.Br[CH2:27][C:28]([O:30][CH2:31][CH3:32])=[O:29], predict the reaction product. The product is: [OH:18][CH:15]1[CH2:14][CH2:13][N:12]([C:9]2[N:8]=[CH:7][C:6]([C:5]3[N:4]=[N:3][N:2]([CH2:27][C:28]([O:30][CH2:31][CH3:32])=[O:29])[N:1]=3)=[CH:11][N:10]=2)[CH2:17][CH2:16]1. (4) Given the reactants Br[C:2]1[CH:7]=[CH:6][C:5]([S:8]([NH2:11])(=[O:10])=[O:9])=[CH:4][CH:3]=1.C([O-])(=O)C.[K+].[Cl:17][C:18]1[CH:23]=[CH:22][C:21]([C:24]2[N:25]=[C:26]([C:29]([CH:31]3[CH2:35][CH2:34][CH2:33][CH2:32]3)=[O:30])[S:27][CH:28]=2)=[CH:20][CH:19]=1, predict the reaction product. The product is: [Cl:17][C:18]1[CH:19]=[CH:20][C:21]([C:24]2[N:25]=[C:26]([C:29]([CH:31]3[CH2:32][CH2:33][CH2:34][CH2:35]3)=[O:30])[S:27][C:28]=2[C:2]2[CH:7]=[CH:6][C:5]([S:8]([NH2:11])(=[O:10])=[O:9])=[CH:4][CH:3]=2)=[CH:22][CH:23]=1. (5) Given the reactants [Cl:1][C:2]1[N:7]=[C:6]([NH:8][C@@H:9]2[CH2:14][CH2:13][CH2:12][C@@H:11]([NH:15][S:16]([CH3:19])(=[O:18])=[O:17])[CH2:10]2)[C:5]([Cl:20])=[CH:4][N:3]=1.CC(C)=O.C(=O)([O-])[O-].[Cs+].[Cs+].Br[CH2:32][C:33]#[N:34], predict the reaction product. The product is: [C:33]([CH2:32][N:15]([C@@H:11]1[CH2:12][CH2:13][CH2:14][C@@H:9]([NH:8][C:6]2[C:5]([Cl:20])=[CH:4][N:3]=[C:2]([Cl:1])[N:7]=2)[CH2:10]1)[S:16]([CH3:19])(=[O:18])=[O:17])#[N:34]. (6) The product is: [CH3:23][CH:19]1[CH2:20][CH2:21][CH2:22][N:18]1[C:14]1[N:13]=[C:12]([NH:11][C:4]2[C:5]3[N:6]([CH:8]=[CH:9][N:10]=3)[N:7]=[C:2]([C:30]3[CH:31]=[C:26]([CH:27]=[CH:28][CH:29]=3)[C:24]#[N:25])[CH:3]=2)[CH:17]=[CH:16][CH:15]=1. Given the reactants Cl[C:2]1[CH:3]=[C:4]([NH:11][C:12]2[CH:17]=[CH:16][CH:15]=[C:14]([N:18]3[CH2:22][CH2:21][CH2:20][CH:19]3[CH3:23])[N:13]=2)[C:5]2[N:6]([CH:8]=[CH:9][N:10]=2)[N:7]=1.[C:24]([C:26]1[CH:27]=[C:28](B(O)O)[CH:29]=[CH:30][CH:31]=1)#[N:25].CC(C1C=C(C(C)C)C(C2C=CC=CC=2P(C2CCCCC2)C2CCCCC2)=C(C(C)C)C=1)C.C([O-])([O-])=O.[Na+].[Na+], predict the reaction product. (7) Given the reactants [F:1][C:2]([F:30])([F:29])[CH2:3][O:4][C:5]1[C:10]2[C:11]([O:14][CH2:15][CH:16]3[CH2:21][CH2:20][N:19](C(OC(C)(C)C)=O)[CH2:18][CH2:17]3)=[N:12][O:13][C:9]=2[CH:8]=[CH:7][CH:6]=1.O.ClCCl.N, predict the reaction product. The product is: [NH:19]1[CH2:20][CH2:21][CH:16]([CH2:15][O:14][C:11]2[C:10]3[C:5]([O:4][CH2:3][C:2]([F:1])([F:29])[F:30])=[CH:6][CH:7]=[CH:8][C:9]=3[O:13][N:12]=2)[CH2:17][CH2:18]1.